This data is from NCI-60 drug combinations with 297,098 pairs across 59 cell lines. The task is: Regression. Given two drug SMILES strings and cell line genomic features, predict the synergy score measuring deviation from expected non-interaction effect. (1) Drug 1: C1CCC(C1)C(CC#N)N2C=C(C=N2)C3=C4C=CNC4=NC=N3. Drug 2: CC1=CC=C(C=C1)C2=CC(=NN2C3=CC=C(C=C3)S(=O)(=O)N)C(F)(F)F. Cell line: NCI/ADR-RES. Synergy scores: CSS=9.46, Synergy_ZIP=0.237, Synergy_Bliss=6.85, Synergy_Loewe=6.22, Synergy_HSA=6.53. (2) Drug 1: CC(C1=C(C=CC(=C1Cl)F)Cl)OC2=C(N=CC(=C2)C3=CN(N=C3)C4CCNCC4)N. Drug 2: C1CCC(C(C1)N)N.C(=O)(C(=O)[O-])[O-].[Pt+4]. Cell line: COLO 205. Synergy scores: CSS=34.3, Synergy_ZIP=-0.391, Synergy_Bliss=6.61, Synergy_Loewe=-3.32, Synergy_HSA=5.24.